This data is from Catalyst prediction with 721,799 reactions and 888 catalyst types from USPTO. The task is: Predict which catalyst facilitates the given reaction. (1) Reactant: [O:1]1[CH2:6][CH2:5][CH:4]([NH2:7])[CH2:3][CH2:2]1.C(N(CC)CC)C.[F:15][C:16]1([F:42])[CH2:20][CH2:19][CH:18]([C:21]2[C:29]3[C:24](=[CH:25][CH:26]=[CH:27][CH:28]=3)[N:23]([S:30]([C:33]3[CH:41]=[CH:40][C:36]([C:37](O)=[O:38])=[CH:35][CH:34]=3)(=[O:32])=[O:31])[CH:22]=2)[CH2:17]1.F[P-](F)(F)(F)(F)F.N1(O[P+](N(C)C)(N(C)C)N(C)C)C2C=CC=CC=2N=N1. Product: [F:42][C:16]1([F:15])[CH2:20][CH2:19][CH:18]([C:21]2[C:29]3[C:24](=[CH:25][CH:26]=[CH:27][CH:28]=3)[N:23]([S:30]([C:33]3[CH:34]=[CH:35][C:36]([C:37]([NH:7][CH:4]4[CH2:5][CH2:6][O:1][CH2:2][CH2:3]4)=[O:38])=[CH:40][CH:41]=3)(=[O:32])=[O:31])[CH:22]=2)[CH2:17]1. The catalyst class is: 2. (2) Reactant: [NH:1]([C:16]([O:18][C:19]([CH3:22])([CH3:21])[CH3:20])=[O:17])[C@@H:2]([C:13]([OH:15])=O)[CH2:3][C:4]1[C:12]2[C:7](=[CH:8][CH:9]=[CH:10][CH:11]=2)[NH:6][CH:5]=1.[NH2:23][C@H:24]([C:40]([O:42][C:43]([CH3:46])([CH3:45])[CH3:44])=[O:41])[CH2:25][CH2:26][CH2:27][CH2:28][NH:29][C:30]([O:32][CH2:33][C:34]1[CH:39]=[CH:38][CH:37]=[CH:36][CH:35]=1)=[O:31].Cl.OC1C2N=NNC=2C=CC=1.Cl.CNC(N=C=NCC)CCNC. Product: [NH:1]([C:16]([O:18][C:19]([CH3:22])([CH3:21])[CH3:20])=[O:17])[C@@H:2]([C:13]([NH:23][C@H:24]([C:40]([O:42][C:43]([CH3:46])([CH3:45])[CH3:44])=[O:41])[CH2:25][CH2:26][CH2:27][CH2:28][NH:29][C:30]([O:32][CH2:33][C:34]1[CH:35]=[CH:36][CH:37]=[CH:38][CH:39]=1)=[O:31])=[O:15])[CH2:3][C:4]1[C:12]2[C:7](=[CH:8][CH:9]=[CH:10][CH:11]=2)[NH:6][CH:5]=1. The catalyst class is: 143. (3) Reactant: C(OC(=O)[NH:7][C:8]1([C:12]2[CH:17]=[CH:16][C:15]([C:18]3[C:19]([C:33]4[CH:38]=[CH:37][CH:36]=[CH:35][CH:34]=4)=[CH:20][C:21]4[N:26]([CH2:27][CH2:28][C:29]#[N:30])[C:25](=[O:31])[CH2:24][O:23][C:22]=4[N:32]=3)=[CH:14][CH:13]=2)[CH2:11][CH2:10][CH2:9]1)(C)(C)C. Product: [NH2:7][C:8]1([C:12]2[CH:13]=[CH:14][C:15]([C:18]3[C:19]([C:33]4[CH:34]=[CH:35][CH:36]=[CH:37][CH:38]=4)=[CH:20][C:21]4[N:26]([CH2:27][CH2:28][C:29]#[N:30])[C:25](=[O:31])[CH2:24][O:23][C:22]=4[N:32]=3)=[CH:16][CH:17]=2)[CH2:11][CH2:10][CH2:9]1. The catalyst class is: 67. (4) Reactant: Cl[C:2]1[C:7]([C:8]([NH2:10])=[O:9])=[C:6]([NH:11][C:12]2[CH:13]=[N:14][C:15]([CH3:18])=[CH:16][CH:17]=2)[N:5]=[C:4]([S:19][CH3:20])[N:3]=1.[CH3:21][OH:22].C[O-].[Na+]. Product: [CH3:21][O:22][C:2]1[C:7]([C:8]([NH2:10])=[O:9])=[C:6]([NH:11][C:12]2[CH:13]=[N:14][C:15]([CH3:18])=[CH:16][CH:17]=2)[N:5]=[C:4]([S:19][CH3:20])[N:3]=1. The catalyst class is: 6. (5) Reactant: [CH3:1][N:2]1[CH:6]=[C:5]([C:7]2[CH:12]=[C:11]([O:13][C:14]3[CH:15]=[CH:16][C:17]([NH2:20])=[N:18][CH:19]=3)[CH:10]=[CH:9][N:8]=2)[CH:4]=[N:3]1.[CH3:21][C:22]1([CH3:37])[CH2:27][CH:26]([N:28]2[CH2:32][CH2:31][N:30]([C:33](Cl)=[O:34])[C:29]2=[O:36])[CH2:25][CH2:24][O:23]1. Product: [CH3:21][C:22]1([CH3:37])[CH2:27][CH:26]([N:28]2[CH2:32][CH2:31][N:30]([C:33]([NH:20][C:17]3[CH:16]=[CH:15][C:14]([O:13][C:11]4[CH:10]=[CH:9][N:8]=[C:7]([C:5]5[CH:4]=[N:3][N:2]([CH3:1])[CH:6]=5)[CH:12]=4)=[CH:19][N:18]=3)=[O:34])[C:29]2=[O:36])[CH2:25][CH2:24][O:23]1. The catalyst class is: 2. (6) Reactant: [CH3:1][N:2]1[C:7]2=[CH:8][S:9][C:10](C)=[C:6]2[C:5](=[O:12])[N:4]([CH3:13])[C:3]1=[O:14].[Br:15][C:16]1[CH:21]=[CH:20][C:19]([C:22]2[S:26][C:25]([NH2:27])=[N:24][N:23]=2)=[CH:18][CH:17]=1.CCN=C=NC[CH2:34][CH2:35]N(C)C.Cl.C1C=CC2N([OH:49])N=NC=2C=1. Product: [Br:15][C:16]1[CH:17]=[CH:18][C:19]([C:22]2[S:26][C:25]([NH:27][C:34](=[O:49])[CH2:35][C:7]3[C:6]4[C:5](=[O:12])[N:4]([CH3:13])[C:3](=[O:14])[N:2]([CH3:1])[C:10]=4[S:9][CH:8]=3)=[N:24][N:23]=2)=[CH:20][CH:21]=1. The catalyst class is: 864.